From a dataset of Reaction yield outcomes from USPTO patents with 853,638 reactions. Predict the reaction yield, written as a fraction of the theoretical maximum amount of product (1.0 means a 100% yield; for example, 0.34 means a 34% yield). The reactants are [H-].[Li+].CCCS.C[O:8][C:9]1[CH:26]=[CH:25][CH:24]=[C:23]2[C:10]=1[C@@:11]1([CH3:30])[C@H:20]([CH2:21][S:22]2)[C@:19]2([CH3:27])[C@H:14]([C:15]([CH3:29])([CH3:28])[CH2:16][CH2:17][CH2:18]2)[CH2:13][CH2:12]1. The catalyst is CN(P(N(C)C)(N(C)C)=O)C. The product is [CH3:30][C@@:11]12[CH2:12][CH2:13][C@@H:14]3[C@:19]([CH3:27])([CH2:18][CH2:17][CH2:16][C:15]3([CH3:29])[CH3:28])[C@H:20]1[CH2:21][S:22][C:23]1[C:10]2=[C:9]([OH:8])[CH:26]=[CH:25][CH:24]=1. The yield is 0.940.